From a dataset of Full USPTO retrosynthesis dataset with 1.9M reactions from patents (1976-2016). Predict the reactants needed to synthesize the given product. Given the product [CH3:1][C:2]1[N:14]2[C:5]([C:6]3[CH:7]=[CH:8][CH:9]=[N:10][C:11]=3[CH:12]=[CH:13]2)=[N:4][C:3]=1[CH2:15][OH:16], predict the reactants needed to synthesize it. The reactants are: [CH3:1][C:2]1[N:14]2[C:5]([C:6]3[CH:7]=[CH:8][CH:9]=[N:10][C:11]=3[CH:12]=[CH:13]2)=[N:4][C:3]=1[C:15](OC)=[O:16].CC(C[AlH]CC(C)C)C.[Cl-].[NH4+].C(=O)(O)[O-].[Na+].